Dataset: Full USPTO retrosynthesis dataset with 1.9M reactions from patents (1976-2016). Task: Predict the reactants needed to synthesize the given product. (1) Given the product [C:1]([N:4]1[C:13]2[C:12]3[N:14]=[C:15]([CH3:18])[N:16]([CH3:17])[C:11]=3[CH:10]=[CH:9][C:8]=2[C@@H:7]2[O:20][C@@H:6]2[C@H:5]1[C:21]1[CH:26]=[CH:25][CH:24]=[CH:23][CH:22]=1)(=[O:3])[CH3:2], predict the reactants needed to synthesize it. The reactants are: [C:1]([N:4]1[C:13]2[C:12]3[N:14]=[C:15]([CH3:18])[N:16]([CH3:17])[C:11]=3[CH:10]=[CH:9][C:8]=2[C@@H:7](O)[C@H:6]([OH:20])[C@H:5]1[C:21]1[CH:26]=[CH:25][CH:24]=[CH:23][CH:22]=1)(=[O:3])[CH3:2].C(P(CCCC)CCCC)CCC.N(C(OC(C)C)=O)=NC(OC(C)C)=O. (2) Given the product [C:25]1([C:18]([C:19]2[CH:20]=[CH:21][CH:22]=[CH:23][CH:24]=2)=[N:31][CH2:2][C:3]([O:5][C:6]([CH3:9])([CH3:8])[CH3:7])=[O:4])[CH:26]=[CH:27][CH:28]=[CH:29][CH:30]=1, predict the reactants needed to synthesize it. The reactants are: Cl[CH2:2][C:3]([O:5][C:6]([CH3:9])([CH3:8])[CH3:7])=[O:4].[I-].[K+].C(=O)([O-])[O-].[K+].[K+].[C:18](=[NH:31])([C:25]1[CH:30]=[CH:29][CH:28]=[CH:27][CH:26]=1)[C:19]1[CH:24]=[CH:23][CH:22]=[CH:21][CH:20]=1.